This data is from Forward reaction prediction with 1.9M reactions from USPTO patents (1976-2016). The task is: Predict the product of the given reaction. (1) The product is: [F:13][C:7]1[CH:8]=[C:9]2[C:4](=[C:5]([F:14])[CH:6]=1)[N:3]=[C:2]([NH2:1])[N:11]=[C:10]2[N:17]1[CH:18]=[N:27][CH:25]=[N:16]1. Given the reactants [NH2:1][C:2]1[N:11]=[C:10](O)[C:9]2[C:4](=[C:5]([F:14])[CH:6]=[C:7]([F:13])[CH:8]=2)[N:3]=1.N1C=[CH:18][N:17]=[N:16]1.O=P(Cl)(Cl)Cl.[C:25](#[N:27])C, predict the reaction product. (2) Given the reactants COC([N:5]1[CH2:9][CH2:8][CH:7]([C:10]2[CH:15]=[CH:14][CH:13]=[C:12]([NH:16][S:17]([C:20]3[CH:25]=[CH:24][C:23]([CH:26]([CH3:28])[CH3:27])=[CH:22][CH:21]=3)(=[O:19])=[O:18])[CH:11]=2)[CH2:6]1)=O.Cl, predict the reaction product. The product is: [CH:26]([C:23]1[CH:24]=[CH:25][C:20]([S:17]([NH:16][C:12]2[CH:13]=[CH:14][CH:15]=[C:10]([CH:7]3[CH2:8][CH2:9][NH:5][CH2:6]3)[CH:11]=2)(=[O:18])=[O:19])=[CH:21][CH:22]=1)([CH3:28])[CH3:27]. (3) Given the reactants [Cl:1][C:2]1[CH:7]=[CH:6][C:5]([C:8]2[O:16][C:15]3[CH:14]=[CH:13][NH:12][C:11](=[O:17])[C:10]=3[CH:9]=2)=[CH:4][CH:3]=1.[CH:18]1([C:21]2[N:22]=[C:23]3[CH:28]=[CH:27][C:26](B(O)O)=[CH:25][N:24]3[C:32]=2[CH3:33])[CH2:20][CH2:19]1.N1C=CC=CC=1, predict the reaction product. The product is: [Cl:1][C:2]1[CH:3]=[CH:4][C:5]([C:8]2[O:16][C:15]3[CH:14]=[CH:13][N:12]([C:26]4[CH:27]=[CH:28][C:23]5[N:24]([C:32]([CH3:33])=[C:21]([CH:18]6[CH2:20][CH2:19]6)[N:22]=5)[CH:25]=4)[C:11](=[O:17])[C:10]=3[CH:9]=2)=[CH:6][CH:7]=1. (4) Given the reactants [I-].[CH3:2][N+:3]1([CH2:24][O:25][C:26](=[O:44])[CH:27]([CH2:36][CH2:37][CH2:38][CH2:39][CH2:40][CH2:41]CC)[CH2:28][CH2:29][CH2:30][CH2:31][CH2:32][CH2:33]CC)[CH2:8][CH2:7][N:6]([C:9]2[C:10]3[CH:22]=[C:21]([CH3:23])[S:20][C:11]=3[NH:12][C:13]3[CH:19]=[CH:18][CH:17]=[CH:16][C:14]=3[N:15]=2)[CH2:5][CH2:4]1.C(C(CCCCCC)C(OC[I:56])=O)CCCCC, predict the reaction product. The product is: [I-:56].[CH2:36]([CH:27]([CH2:28][CH2:29][CH2:30][CH2:31][CH2:32][CH3:33])[C:26]([O:25][CH2:24][N+:3]1([CH3:2])[CH2:4][CH2:5][N:6]([C:9]2[C:10]3[CH:22]=[C:21]([CH3:23])[S:20][C:11]=3[NH:12][C:13]3[CH:19]=[CH:18][CH:17]=[CH:16][C:14]=3[N:15]=2)[CH2:7][CH2:8]1)=[O:44])[CH2:37][CH2:38][CH2:39][CH2:40][CH3:41].